From a dataset of Reaction yield outcomes from USPTO patents with 853,638 reactions. Predict the reaction yield, written as a fraction of the theoretical maximum amount of product (1.0 means a 100% yield; for example, 0.34 means a 34% yield). (1) The reactants are [CH:1](=[N:8]/[C:9]1[CH:14]=[CH:13][C:12]([OH:15])=[C:11]([F:16])[CH:10]=1)\[C:2]1[CH:7]=[CH:6][CH:5]=[CH:4][CH:3]=1.[OH-].[Na+].[C:19](O)(=[O:21])[CH3:20]. No catalyst specified. The product is [CH2:1]([N:8]([C:9]1[CH:14]=[CH:13][C:12]([OH:15])=[C:11]([F:16])[CH:10]=1)[C:19](=[O:21])[CH3:20])[C:2]1[CH:3]=[CH:4][CH:5]=[CH:6][CH:7]=1. The yield is 0.390. (2) The reactants are S([N:11]1[CH2:16][CH2:15][N:14]([CH2:17][C:18]([F:21])([F:20])[F:19])[CH2:13][CH2:12]1)(C1C=CC(C)=CC=1)(=O)=O.[BrH:22].C(O)(=O)C.Br. The catalyst is C1(C)C=CC=CC=1. The product is [BrH:22].[BrH:22].[F:21][C:18]([F:19])([F:20])[CH2:17][N:14]1[CH2:13][CH2:12][NH:11][CH2:16][CH2:15]1. The yield is 0.550.